This data is from Catalyst prediction with 721,799 reactions and 888 catalyst types from USPTO. The task is: Predict which catalyst facilitates the given reaction. Reactant: [Cl:1][C:2]1[CH:7]=[CH:6][C:5]([CH:8]([C:14]2[C:22]3[C:17](=[C:18]([NH:23][S:24]([CH3:27])(=[O:26])=[O:25])[CH:19]=[CH:20][CH:21]=3)[NH:16][N:15]=2)[CH2:9][CH2:10][C:11](O)=[O:12])=[C:4]([F:28])[CH:3]=1.O[N:30]=[C:31]([NH2:33])[CH3:32].C(Cl)CCl. Product: [Cl:1][C:2]1[CH:7]=[CH:6][C:5]([CH:8]([C:14]2[C:22]3[C:17](=[C:18]([NH:23][S:24]([CH3:27])(=[O:26])=[O:25])[CH:19]=[CH:20][CH:21]=3)[NH:16][N:15]=2)[CH2:9][CH2:10][C:11]2[O:12][N:33]=[C:31]([CH3:32])[N:30]=2)=[C:4]([F:28])[CH:3]=1. The catalyst class is: 2.